This data is from Forward reaction prediction with 1.9M reactions from USPTO patents (1976-2016). The task is: Predict the product of the given reaction. (1) The product is: [CH2:1]([O:8][C:9](=[O:30])[CH:10]([C:21]1[CH:26]=[CH:25][C:24]([NH2:27])=[CH:23][N:22]=1)[C:11]([O:13][CH2:14][C:15]1[CH:20]=[CH:19][CH:18]=[CH:17][CH:16]=1)=[O:12])[C:2]1[CH:7]=[CH:6][CH:5]=[CH:4][CH:3]=1. Given the reactants [CH2:1]([O:8][C:9](=[O:30])[CH:10]([C:21]1[CH:26]=[CH:25][C:24]([N+:27]([O-])=O)=[CH:23][N:22]=1)[C:11]([O:13][CH2:14][C:15]1[CH:20]=[CH:19][CH:18]=[CH:17][CH:16]=1)=[O:12])[C:2]1[CH:7]=[CH:6][CH:5]=[CH:4][CH:3]=1.O1CCCC1.O.[Cl-].[NH4+], predict the reaction product. (2) Given the reactants [C:1]([O:5][C:6](=[O:20])[N:7]([C@@H:9]([CH2:13][C:14]1[CH:19]=[CH:18][CH:17]=[CH:16][CH:15]=1)[CH2:10][CH2:11][NH2:12])[CH3:8])([CH3:4])([CH3:3])[CH3:2].[N:21]1[CH:26]=[CH:25][CH:24]=[CH:23][C:22]=1[C:27](O)=[O:28].C1C=CC2N(O)N=NC=2C=1.Cl.C(N(CC)CC)C, predict the reaction product. The product is: [C:1]([O:5][C:6](=[O:20])[N:7]([C@@H:9]([CH2:13][C:14]1[CH:19]=[CH:18][CH:17]=[CH:16][CH:15]=1)[CH2:10][CH2:11][NH:12][C:27]([C:22]1[CH:23]=[CH:24][CH:25]=[CH:26][N:21]=1)=[O:28])[CH3:8])([CH3:4])([CH3:2])[CH3:3]. (3) Given the reactants [CH:1]1([NH:4][C:5](=[O:36])[C:6]2[CH:11]=[C:10]([N:12]3[CH:17]=[CH:16][N:15]=[C:14]([NH:18][C:19]4([C:22]5[CH:27]=[CH:26][CH:25]=[CH:24][C:23]=5[O:28][CH2:29][CH2:30][NH:31][CH3:32])[CH2:21][CH2:20]4)[C:13]3=[O:33])[C:9]([CH3:34])=[C:8]([F:35])[CH:7]=2)[CH2:3][CH2:2]1.[C:37]([OH:46])(=[O:45])[C@@H:38]([C@H:40]([C:42]([OH:44])=[O:43])[OH:41])[OH:39], predict the reaction product. The product is: [C:37]([OH:46])(=[O:45])[C@@H:38]([C@H:40]([C:42]([OH:44])=[O:43])[OH:41])[OH:39].[CH:1]1([NH:4][C:5](=[O:36])[C:6]2[CH:11]=[C:10]([N:12]3[CH:17]=[CH:16][N:15]=[C:14]([NH:18][C:19]4([C:22]5[CH:27]=[CH:26][CH:25]=[CH:24][C:23]=5[O:28][CH2:29][CH2:30][NH:31][CH3:32])[CH2:21][CH2:20]4)[C:13]3=[O:33])[C:9]([CH3:34])=[C:8]([F:35])[CH:7]=2)[CH2:3][CH2:2]1. (4) Given the reactants C1(C)C=CC=CC=1.[C:8]1(=[O:15])[O:14][CH2:13][CH2:12][CH2:11][CH2:10][CH2:9]1.[OH2:16], predict the reaction product. The product is: [C:8]([OH:14])(=[O:15])[C@H:9]([CH3:10])[OH:16].[C:8]1(=[O:15])[O:14][CH2:13][CH2:12][CH2:11][CH2:10][CH2:9]1. (5) Given the reactants [C:1]([C:3]1[CH:10]=[CH:9][C:6]([CH2:7]O)=[CH:5][C:4]=1[O:11][CH3:12])#[N:2].C1(P(C2C=CC=CC=2)C2C=CC=CC=2)C=CC=CC=1.C(Br)(Br)(Br)[Br:33], predict the reaction product. The product is: [C:1]([C:3]1[CH:10]=[CH:9][C:6]([CH2:7][Br:33])=[CH:5][C:4]=1[O:11][CH3:12])#[N:2].